From a dataset of Full USPTO retrosynthesis dataset with 1.9M reactions from patents (1976-2016). Predict the reactants needed to synthesize the given product. (1) Given the product [Cl:1][C:2]1[CH:3]=[CH:4][C:5]2[C:11]3[N:21]([CH:15]4[CH2:20][CH2:19][CH2:18][CH2:17][CH2:16]4)[C:23]4[C:24]([C:10]=3[CH2:9][C:8](=[O:13])[NH:7][C:6]=2[CH:14]=1)=[CH:25][C:26]([C:27]([O:29][CH2:30][CH3:31])=[O:28])=[CH:32][CH:33]=4, predict the reactants needed to synthesize it. The reactants are: [Cl:1][C:2]1[CH:3]=[CH:4][C:5]2[C:11](=O)[CH2:10][CH2:9][C:8](=[O:13])[NH:7][C:6]=2[CH:14]=1.[CH:15]1([N:21]([C:23]2[CH:33]=[CH:32][C:26]([C:27]([O:29][CH2:30][CH3:31])=[O:28])=[CH:25][CH:24]=2)N)[CH2:20][CH2:19][CH2:18][CH2:17][CH2:16]1.S(=O)(=O)(O)O.O. (2) Given the product [Br:1][C:2]1[CH:7]=[C:6]([CH3:8])[C:5]([N+:10]([O-:12])=[O:11])=[CH:4][C:3]=1[Cl:9], predict the reactants needed to synthesize it. The reactants are: [Br:1][C:2]1[CH:7]=[C:6]([CH3:8])[CH:5]=[CH:4][C:3]=1[Cl:9].[N+:10]([O-])([OH:12])=[O:11]. (3) Given the product [NH2:10][C@@H:11]([CH2:12][CH2:13][C:14]([O-:16])=[O:15])[C:17]([O-:19])=[O:18].[CH3:1][N:2]([C:3]([NH:5][C:6](=[NH:7])[NH3+:8])=[NH:4])[CH3:9].[CH3:1][N:2]([C:3]([NH:5][C:6](=[NH:7])[NH3+:8])=[NH:4])[CH3:9], predict the reactants needed to synthesize it. The reactants are: [CH3:1][N:2]([CH3:9])[C:3]([NH:5][C:6](=[NH:8])[NH2:7])=[NH:4].[NH2:10][C@H:11]([C:17]([OH:19])=[O:18])[CH2:12][CH2:13][C:14]([OH:16])=[O:15]. (4) Given the product [CH3:1][C@@H:2]1[O:4][C@@H:3]1[P:5]([OH:8])([OH:7])=[O:6].[CH2:11]1[C@@H:16]([NH2:17])[C@H:15]([O:18][C@H:19]2[O:24][C@H:23]([CH2:25][OH:26])[C@@H:22]([OH:27])[C@H:21]([NH2:28])[C@H:20]2[OH:29])[C@@H:14]([OH:30])[C@H:13]([O:31][C@H:32]2[O:37][C@H:36]([CH2:38][NH2:39])[C@@H:35]([OH:40])[CH2:34][C@H:33]2[NH2:41])[C@H:12]1[NH2:42], predict the reactants needed to synthesize it. The reactants are: [CH3:1][C@@H:2]1[O:4][C@@H:3]1[P:5]([O-:8])([O-:7])=[O:6].[Na+].[Na+].[CH2:11]1[C@@H:16]([NH2:17])[C@H:15]([O:18][C@H:19]2[O:24][C@H:23]([CH2:25][OH:26])[C@@H:22]([OH:27])[C@H:21]([NH2:28])[C@H:20]2[OH:29])[C@@H:14]([OH:30])[C@H:13]([O:31][C@H:32]2[O:37][C@H:36]([CH2:38][NH2:39])[C@@H:35]([OH:40])[CH2:34][C@H:33]2[NH2:41])[C@H:12]1[NH2:42].Cl.